This data is from Full USPTO retrosynthesis dataset with 1.9M reactions from patents (1976-2016). The task is: Predict the reactants needed to synthesize the given product. (1) Given the product [F:8][C:9]1[CH:28]=[CH:27][C:12]([O:13][C:14]2[CH:22]=[CH:21][C:20]([C:23]([F:26])([F:24])[F:25])=[CH:19][C:15]=2[C:16]([NH:54][C:55]2[CH:67]=[CH:66][C:58]([C:59]([O:61][C:62]([CH3:63])([CH3:64])[CH3:65])=[O:60])=[CH:57][CH:56]=2)=[O:18])=[C:11]([CH3:29])[CH:10]=1, predict the reactants needed to synthesize it. The reactants are: C(N(CC)CC)C.[F:8][C:9]1[CH:28]=[CH:27][C:12]([O:13][C:14]2[CH:22]=[CH:21][C:20]([C:23]([F:26])([F:25])[F:24])=[CH:19][C:15]=2[C:16]([OH:18])=O)=[C:11]([CH3:29])[CH:10]=1.CN(C(ON1N=NC2C=CC=NC1=2)=[N+](C)C)C.F[P-](F)(F)(F)(F)F.[NH2:54][C:55]1[CH:67]=[CH:66][C:58]([C:59]([O:61][C:62]([CH3:65])([CH3:64])[CH3:63])=[O:60])=[CH:57][CH:56]=1. (2) Given the product [CH3:1][O:2][C:3]([C:5]1[N:6]=[C:7]([NH:10][C:11](=[O:21])[C@@H:12]([NH:20][C:31](=[O:32])[C@H:30]([NH:29][C:27]([O:26][C:22]([CH3:24])([CH3:23])[CH3:25])=[O:28])[C:34]2[CH:39]=[CH:38][CH:37]=[CH:36][CH:35]=2)[CH2:13][C:14]2[CH:19]=[CH:18][CH:17]=[CH:16][CH:15]=2)[S:8][CH:9]=1)=[O:4], predict the reactants needed to synthesize it. The reactants are: [CH3:1][O:2][C:3]([C:5]1[N:6]=[C:7]([NH:10][C:11](=[O:21])[C@@H:12]([NH2:20])[CH2:13][C:14]2[CH:19]=[CH:18][CH:17]=[CH:16][CH:15]=2)[S:8][CH:9]=1)=[O:4].[C:22]([O:26][C:27]([NH:29][C@H:30]([C:34]1[CH:39]=[CH:38][CH:37]=[CH:36][CH:35]=1)[C:31](O)=[O:32])=[O:28])([CH3:25])([CH3:24])[CH3:23].C(N(C(C)C)CC)(C)C.ON1C2C=CC=CC=2N=N1.N1(OC(N(C)C)=[N+](C)C)C2C=CC=CC=2N=N1. (3) Given the product [CH3:1][N:2]([CH2:3][C:4]1[O:5][C:6]2[CH:15]=[CH:14][CH:13]=[CH:12][C:7]=2[C:8]=1[CH2:9][CH2:10][CH3:11])[C:16](=[O:19])[CH:17]=[CH2:18], predict the reactants needed to synthesize it. The reactants are: [CH3:1][NH:2][CH2:3][C:4]1[O:5][C:6]2[CH:15]=[CH:14][CH:13]=[CH:12][C:7]=2[C:8]=1[CH2:9][CH2:10][CH3:11].[C:16](Cl)(=[O:19])[CH:17]=[CH2:18].C(N(CC)CC)C. (4) Given the product [NH2:56][C:51]1[CH:52]=[CH:53][CH:54]=[CH:55][C:50]=1[O:49][C:46]1[CH:47]=[CH:48][C:43]([C:35]2[N:34]=[C:33]([CH:29]3[CH2:30][CH2:31][CH2:32]3)[N:37]3[CH:38]=[CH:39][N:40]=[C:41]([NH2:42])[C:36]=23)=[CH:44][CH:45]=1, predict the reactants needed to synthesize it. The reactants are: NC1C=C(C=CC=1)OC1C=CC(C2N=C(C3CCC3)N3C=CN=C(N)C=23)=CC=1.[CH:29]1([C:33]2[N:37]3[CH:38]=[CH:39][N:40]=[C:41]([NH2:42])[C:36]3=[C:35]([C:43]3[CH:48]=[CH:47][C:46]([O:49][C:50]4[CH:55]=[CH:54][CH:53]=[CH:52][C:51]=4[N+:56]([O-])=O)=[CH:45][CH:44]=3)[N:34]=2)[CH2:32][CH2:31][CH2:30]1. (5) Given the product [F:7][CH:11]([C:13]1[CH:31]=[C:16]2[C:17]([C:23]3[CH:24]([CH3:30])[CH2:25][C:26](=[O:29])[NH:27][N:28]=3)=[CH:18][CH:19]=[C:20]([O:21][CH3:22])[N:15]2[N:14]=1)[CH3:12], predict the reactants needed to synthesize it. The reactants are: CCN(S(F)(F)[F:7])CC.O[CH:11]([C:13]1[CH:31]=[C:16]2[C:17]([C:23]3[CH:24]([CH3:30])[CH2:25][C:26](=[O:29])[NH:27][N:28]=3)=[CH:18][CH:19]=[C:20]([O:21][CH3:22])[N:15]2[N:14]=1)[CH3:12]. (6) Given the product [F:19][C:20]1[CH:21]=[CH:22][C:23]([C:26]2[N:27]=[CH:28][N:29]([CH:37]3[CH2:42][CH2:41][N:40]([C@@H:6]([C:8]4[CH:12]=[CH:11][O:10][N:9]=4)[CH3:7])[CH2:39][CH2:38]3)[C:30]=2[C:31]2[CH:36]=[CH:35][N:34]=[CH:33][N:32]=2)=[CH:24][CH:25]=1, predict the reactants needed to synthesize it. The reactants are: CS(O[CH:6]([C:8]1[CH:12]=[CH:11][O:10][N:9]=1)[CH3:7])(=O)=O.C(=O)([O-])[O-].[Cs+].[Cs+].[F:19][C:20]1[CH:25]=[CH:24][C:23]([C:26]2[N:27]=[CH:28][N:29]([CH:37]3[CH2:42][CH2:41][NH:40][CH2:39][CH2:38]3)[C:30]=2[C:31]2[CH:36]=[CH:35][N:34]=[CH:33][N:32]=2)=[CH:22][CH:21]=1.C(OCC)(=O)C. (7) Given the product [CH2:5]([O:12][C:13](=[O:14])[NH:4][CH2:1][C:2]#[CH:3])[C:6]1[CH:11]=[CH:10][CH:9]=[CH:8][CH:7]=1, predict the reactants needed to synthesize it. The reactants are: [CH2:1]([NH2:4])[C:2]#[CH:3].[CH2:5]([O:12][C:13](Cl)=[O:14])[C:6]1[CH:11]=[CH:10][CH:9]=[CH:8][CH:7]=1.